This data is from Forward reaction prediction with 1.9M reactions from USPTO patents (1976-2016). The task is: Predict the product of the given reaction. (1) Given the reactants C([O:3][C:4]([C:6]1[CH:11]=[CH:10][N:9]([CH2:12][C:13]2[CH:18]=[CH:17][CH:16]=[CH:15][CH:14]=2)[C:8](=[O:19])[C:7]=1[CH2:20][N:21]([CH2:32][C:33]([O:35][CH3:36])=[O:34])S(C1C=CC(C)=CC=1)(=O)=O)=O)C.C[O-].[Na+].Cl, predict the reaction product. The product is: [CH3:36][O:35][C:33]([C:32]1[N:21]=[CH:20][C:7]2[C:8](=[O:19])[N:9]([CH2:12][C:13]3[CH:18]=[CH:17][CH:16]=[CH:15][CH:14]=3)[CH:10]=[CH:11][C:6]=2[C:4]=1[OH:3])=[O:34]. (2) Given the reactants [CH:1]1([N:4]([CH:9]2[CH2:14][CH2:13][NH:12][CH2:11][CH2:10]2)[C:5](=[O:8])[CH2:6][CH3:7])[CH2:3][CH2:2]1.[NH:15]1[CH:19]=[C:18]([CH2:20][CH2:21][NH:22][C:23](=[O:38])[NH:24][CH:25]([CH2:29][C:30]2[CH:35]=[CH:34][C:33]([O:36][CH3:37])=[CH:32][CH:31]=2)[C:26](O)=[O:27])[N:17]=[CH:16]1.C(Cl)CCl.C1C=CC2N(O)N=NC=2C=1, predict the reaction product. The product is: [CH:1]1([N:4]([CH:9]2[CH2:14][CH2:13][N:12]([C:26](=[O:27])[CH:25]([NH:24][C:23]([NH:22][CH2:21][CH2:20][C:18]3[N:17]=[CH:16][NH:15][CH:19]=3)=[O:38])[CH2:29][C:30]3[CH:31]=[CH:32][C:33]([O:36][CH3:37])=[CH:34][CH:35]=3)[CH2:11][CH2:10]2)[C:5](=[O:8])[CH2:6][CH3:7])[CH2:3][CH2:2]1. (3) Given the reactants C[O:2][C:3](=[O:41])[CH2:4][C@H:5]1[C:9]2[CH:10]=[CH:11][C:12]([O:14][C@H:15]3[C:23]4[C:18](=[C:19]([O:25][C:26]5[CH:31]=[CH:30][C:29]([CH2:32][N:33]6[CH2:38][CH2:37][O:36][CH2:35][CH2:34]6)=[CH:28][C:27]=5[C:39]#[N:40])[CH:20]=[CH:21][C:22]=4[F:24])[CH2:17][CH2:16]3)=[CH:13][C:8]=2[O:7][CH2:6]1.[OH-].[K+], predict the reaction product. The product is: [C:39]([C:27]1[CH:28]=[C:29]([CH2:32][N:33]2[CH2:38][CH2:37][O:36][CH2:35][CH2:34]2)[CH:30]=[CH:31][C:26]=1[O:25][C:19]1[CH:20]=[CH:21][C:22]([F:24])=[C:23]2[C:18]=1[CH2:17][CH2:16][C@H:15]2[O:14][C:12]1[CH:11]=[CH:10][C:9]2[C@H:5]([CH2:4][C:3]([OH:41])=[O:2])[CH2:6][O:7][C:8]=2[CH:13]=1)#[N:40].